This data is from PAMPA (Parallel Artificial Membrane Permeability Assay) permeability data from NCATS. The task is: Regression/Classification. Given a drug SMILES string, predict its absorption, distribution, metabolism, or excretion properties. Task type varies by dataset: regression for continuous measurements (e.g., permeability, clearance, half-life) or binary classification for categorical outcomes (e.g., BBB penetration, CYP inhibition). Dataset: pampa_ncats. (1) The molecule is C1=CC(=CC=C1NC(=O)CC2=CC(=C(C=C2)F)Cl)S(=O)(=O)NC3=NC=C(S3)C#N. The result is 0 (low-to-moderate permeability). (2) The drug is C1CCC2=C(C1)C(=O)C3=C(N2)C=CC(=C3)Br. The result is 1 (high permeability). (3) The molecule is CC1=CC=C(C=C1)N2C(=C(C=N2)C(=O)NCCC3=CNC4=C3C=C(C=C4)OC)C5CCN(CC5)C(=O)OC(C)(C)C. The result is 1 (high permeability). (4) The molecule is C1=CNC(=O)C(=C1C2=CC=NC=C2)N. The result is 0 (low-to-moderate permeability). (5) The drug is COC1=C(C=C2C(=C1)C3(CCC3)C(=N2)N)OCCCN4CCCC4. The result is 0 (low-to-moderate permeability).